Dataset: Reaction yield outcomes from USPTO patents with 853,638 reactions. Task: Predict the reaction yield, written as a fraction of the theoretical maximum amount of product (1.0 means a 100% yield; for example, 0.34 means a 34% yield). (1) The product is [Cl:19][CH2:2][CH2:3][CH2:4][O:5][C:6]1[CH:13]=[CH:12][C:9]([CH:10]=[O:11])=[C:8]([CH3:14])[CH:7]=1. The reactants are I[CH2:2][CH2:3][CH2:4][O:5][C:6]1[CH:13]=[CH:12][C:9]([CH:10]=[O:11])=[C:8]([CH3:14])[CH:7]=1.BrCCC[Cl:19].CC1C=C(O)C=CC=1C=O.C([O-])([O-])=O.[K+].[K+]. The catalyst is C(#N)C. The yield is 0.820. (2) The catalyst is C1COCC1.C(OCC)(=O)C.C(#N)C.CCOCC.O. The reactants are [O:1]=[C:2]1[CH:7]([N:8]2[C:16](=[O:17])[C:15]3[C:10](=[CH:11][CH:12]=[CH:13][C:14]=3[NH:18][C:19](=[O:22])[CH2:20][Cl:21])[C:9]2=[O:23])[CH2:6][CH2:5][C:4](=[O:24])[NH:3]1.[I-].[Na+].[CH3:27][NH2:28].Cl. The yield is 0.170. The product is [ClH:21].[O:1]=[C:2]1[CH:7]([N:8]2[C:16](=[O:17])[C:15]3[C:10](=[CH:11][CH:12]=[CH:13][C:14]=3[NH:18][C:19](=[O:22])[CH2:20][NH:28][CH3:27])[C:9]2=[O:23])[CH2:6][CH2:5][C:4](=[O:24])[NH:3]1. (3) The reactants are N[C:2]1[CH:3]=[C:4]([C:9]2[C:10]([C:15]#[N:16])=[CH:11][CH:12]=[CH:13][CH:14]=2)[CH:5]=[CH:6][C:7]=1[F:8].N([O-])=O.[Na+].[BrH:21]. The catalyst is O1CCOCC1.O.[Cu]Br. The product is [Br:21][C:2]1[CH:3]=[C:4]([C:9]2[C:10]([C:15]#[N:16])=[CH:11][CH:12]=[CH:13][CH:14]=2)[CH:5]=[CH:6][C:7]=1[F:8]. The yield is 0.450.